This data is from Forward reaction prediction with 1.9M reactions from USPTO patents (1976-2016). The task is: Predict the product of the given reaction. (1) The product is: [Cl:1][C:2]1[CH:3]=[C:4]([C@@H:8]([OH:12])[CH2:9][N:10]([CH2:14][CH2:15][C:16]2[CH:21]=[CH:20][C:19]([SH:22])=[CH:18][CH:17]=2)[C:11](=[O:23])[O:13][C:4]([CH3:8])([CH3:5])[CH3:3])[CH:5]=[CH:6][CH:7]=1. Given the reactants [Cl:1][C:2]1[CH:3]=[C:4]([C@H:8]2[O:12][C:11](=[O:13])[N:10]([CH2:14][CH2:15][C:16]3[CH:21]=[CH:20][C:19]([SH:22])=[CH:18][CH:17]=3)[CH2:9]2)[CH:5]=[CH:6][CH:7]=1.[OH-:23].[Na+], predict the reaction product. (2) The product is: [N:4]1([C:5]2[CH:10]=[CH:9][C:8]([C:11]3[NH:16][C:15](=[O:17])[C:14]([C:18]([O:20][CH3:21])=[O:19])=[C:13]([OH:22])[C:12]=3[CH2:23][CH3:24])=[CH:7][CH:6]=2)[CH2:1][CH:2]=[CH:26][CH2:25]1. Given the reactants [CH2:1]([N:4]([CH2:25][CH:26]=C)[C:5]1[CH:10]=[CH:9][C:8]([C:11]2[NH:16][C:15](=[O:17])[C:14]([C:18]([O:20][CH3:21])=[O:19])=[C:13]([OH:22])[C:12]=2[CH2:23][CH3:24])=[CH:7][CH:6]=1)[CH:2]=C, predict the reaction product. (3) Given the reactants [Cl:1][C:2]1[CH:7]=[C:6]([Cl:8])[CH:5]=[CH:4][C:3]=1[C:9]1[N:14]=[C:13]([NH:15][CH2:16][CH2:17][NH:18]C(=O)OC(C)(C)C)[N:12]2[CH:26]=[CH:27][N:28]=[C:11]2[CH:10]=1.[F:29][C:30]([F:35])([F:34])[C:31]([OH:33])=[O:32], predict the reaction product. The product is: [F:29][C:30]([F:35])([F:34])[C:31]([OH:33])=[O:32].[Cl:1][C:2]1[CH:7]=[C:6]([Cl:8])[CH:5]=[CH:4][C:3]=1[C:9]1[N:14]=[C:13]([NH:15][CH2:16][CH2:17][NH2:18])[N:12]2[CH:26]=[CH:27][N:28]=[C:11]2[CH:10]=1. (4) The product is: [Cl:1][CH:2]([C:14]1[CH:19]=[CH:18][CH:17]=[CH:16][CH:15]=1)[C:3]([C:5]1[C:13]2[C:8](=[CH:9][CH:10]=[CH:11][CH:12]=2)[N:7]([S:27]([CH:24]2[CH2:25][CH2:26][O:22][CH2:23]2)(=[O:29])=[O:28])[CH:6]=1)=[O:4]. Given the reactants [Cl:1][CH:2]([C:14]1[CH:19]=[CH:18][CH:17]=[CH:16][CH:15]=1)[C:3]([C:5]1[C:13]2[C:8](=[CH:9][CH:10]=[CH:11][CH:12]=2)[NH:7][CH:6]=1)=[O:4].[H-].[Na+].[O:22]1[CH2:26][CH2:25][CH:24]([S:27](Cl)(=[O:29])=[O:28])[CH2:23]1.O, predict the reaction product. (5) Given the reactants [OH:1][C:2]1[C:7]([C:8]([OH:10])=O)=[CH:6][N:5]=[C:4]([C:11]2[N:12]=[N:13][CH:14]=[CH:15][CH:16]=2)[N:3]=1.CN(C(ON1N=NC2C=CC=NC1=2)=[N+](C)C)C.F[P-](F)(F)(F)(F)F.[NH2:41][CH:42]([C:57]1[CH:62]=[CH:61][CH:60]=[CH:59][CH:58]=1)[C:43]1[CH:48]=[CH:47][C:46]([P:49](=[O:56])([O:53][CH2:54][CH3:55])[O:50][CH2:51][CH3:52])=[CH:45][CH:44]=1, predict the reaction product. The product is: [OH:1][C:2]1[C:7]([C:8]([NH:41][CH:42]([C:57]2[CH:58]=[CH:59][CH:60]=[CH:61][CH:62]=2)[C:43]2[CH:48]=[CH:47][C:46]([P:49](=[O:56])([O:50][CH2:51][CH3:52])[O:53][CH2:54][CH3:55])=[CH:45][CH:44]=2)=[O:10])=[CH:6][N:5]=[C:4]([C:11]2[N:12]=[N:13][CH:14]=[CH:15][CH:16]=2)[N:3]=1. (6) Given the reactants C[O:2][C:3](=[O:31])[CH:4]([NH:11][C:12]([CH:14]1[CH2:17][CH:16]([NH:18][C@@H:19]([C:21]2[C:30]3[C:25](=[CH:26][CH:27]=[CH:28][CH:29]=3)[CH:24]=[CH:23][CH:22]=2)[CH3:20])[CH2:15]1)=[O:13])[C:5]1[CH:10]=[CH:9][CH:8]=[CH:7][CH:6]=1.O.[Li+].[OH-].Cl, predict the reaction product. The product is: [C:21]1([C@H:19]([NH:18][CH:16]2[CH2:15][CH:14]([C:12]([NH:11][CH:4]([C:5]3[CH:10]=[CH:9][CH:8]=[CH:7][CH:6]=3)[C:3]([OH:31])=[O:2])=[O:13])[CH2:17]2)[CH3:20])[C:30]2[C:25](=[CH:26][CH:27]=[CH:28][CH:29]=2)[CH:24]=[CH:23][CH:22]=1. (7) Given the reactants C[O:2][CH:3](OC)[C:4]1[CH:9]=[C:8]([O:10][C:11]2[CH:16]=[CH:15][CH:14]=[CH:13][CH:12]=2)[CH:7]=[CH:6][C:5]=1[N+:17]([O-:19])=[O:18].Cl.O, predict the reaction product. The product is: [N+:17]([C:5]1[CH:6]=[CH:7][C:8]([O:10][C:11]2[CH:12]=[CH:13][CH:14]=[CH:15][CH:16]=2)=[CH:9][C:4]=1[CH:3]=[O:2])([O-:19])=[O:18]. (8) Given the reactants Br[C:2]1[C:10]2[C:9]([NH:11][C@H:12]([C:14]3[N:19]([C:20]4[CH:25]=[CH:24][CH:23]=[CH:22][CH:21]=4)[C:18](=[O:26])[C:17]4=[C:27]([CH3:30])[CH:28]=[CH:29][N:16]4[N:15]=3)[CH3:13])=[N:8][CH:7]=[N:6][C:5]=2[N:4]([CH2:31][O:32][CH2:33][CH2:34][Si:35]([CH3:38])([CH3:37])[CH3:36])[CH:3]=1.[CH3:39][O:40][C:41]1[C:46]([NH:47][S:48]([CH3:51])(=[O:50])=[O:49])=[CH:45][C:44](B2OC(C)(C)C(C)(C)O2)=[CH:43][N:42]=1.C(=O)([O-])[O-].[Na+].[Na+], predict the reaction product. The product is: [CH3:39][O:40][C:41]1[C:46]([NH:47][S:48]([CH3:51])(=[O:50])=[O:49])=[CH:45][C:44]([C:2]2[C:10]3[C:9]([NH:11][C@H:12]([C:14]4[N:19]([C:20]5[CH:25]=[CH:24][CH:23]=[CH:22][CH:21]=5)[C:18](=[O:26])[C:17]5=[C:27]([CH3:30])[CH:28]=[CH:29][N:16]5[N:15]=4)[CH3:13])=[N:8][CH:7]=[N:6][C:5]=3[N:4]([CH2:31][O:32][CH2:33][CH2:34][Si:35]([CH3:38])([CH3:37])[CH3:36])[CH:3]=2)=[CH:43][N:42]=1.